Dataset: Forward reaction prediction with 1.9M reactions from USPTO patents (1976-2016). Task: Predict the product of the given reaction. (1) Given the reactants [O:1]([C:8]1[CH:9]=[C:10]([CH:12]=[CH:13][CH:14]=1)[NH2:11])[C:2]1[CH:7]=[CH:6][CH:5]=[CH:4][CH:3]=1.C(N(CC)CC)C.C([O:24][C:25](=[O:29])[C:26](Cl)=[O:27])C.[OH-].[Na+], predict the reaction product. The product is: [O:1]([C:8]1[CH:9]=[C:10]([NH:11][C:26](=[O:27])[C:25]([OH:29])=[O:24])[CH:12]=[CH:13][CH:14]=1)[C:2]1[CH:3]=[CH:4][CH:5]=[CH:6][CH:7]=1. (2) The product is: [CH3:85][O:84][C:83](=[O:86])[NH:82][C@H:75]([C:76]1[CH:77]=[CH:78][CH:79]=[CH:80][CH:81]=1)[C:74]([N:66]1[C@H:65]([C:63]2[NH:62][C:61]3[CH:88]=[C:57]([C:54]4[CH:53]=[CH:52][C:51]5[C:50]6[C:45](=[CH:46][C:47]([C:89]7[NH:93][C:92]([C@@H:94]8[CH2:98][CH2:97][CH2:96][N:95]8[C:34](=[O:36])[C@@H:33]([NH:32][C:30]([O:29][CH3:28])=[O:31])[CH:37]8[CH2:42][CH2:41][O:40][CH2:39][CH2:38]8)=[N:91][CH:90]=7)=[CH:48][CH:49]=6)[C:44]([F:43])([F:99])[C:56]=5[CH:55]=4)[CH:58]=[CH:59][C:60]=3[N:64]=2)[CH2:73][C:68]2([O:69][CH2:70][CH2:71][O:72]2)[CH2:67]1)=[O:87]. Given the reactants COC(N[C@@H](C(C)C)C(N1CC(=O)C[C@H]1C(OCC1C=CC=CC=1)=O)=O)=O.[CH3:28][O:29][C:30]([NH:32][C@@H:33]([CH:37]1[CH2:42][CH2:41][O:40][CH2:39][CH2:38]1)[C:34]([OH:36])=O)=[O:31].[F:43][C:44]1([F:99])[C:56]2[CH:55]=[C:54]([C:57]3[CH:58]=[CH:59][C:60]4[N:64]=[C:63]([C@@H:65]5[CH2:73][C:68]6([O:72][CH2:71][CH2:70][O:69]6)[CH2:67][N:66]5[C:74](=[O:87])[C@H:75]([NH:82][C:83](=[O:86])[O:84][CH3:85])[C:76]5[CH:81]=[CH:80][CH:79]=[CH:78][CH:77]=5)[NH:62][C:61]=4[CH:88]=3)[CH:53]=[CH:52][C:51]=2[C:50]2[C:45]1=[CH:46][C:47]([C:89]1[NH:93][C:92]([C@@H:94]3[CH2:98][CH2:97][CH2:96][NH:95]3)=[N:91][CH:90]=1)=[CH:48][CH:49]=2.Cl.O=C1CN[C@H](C(OCC2C=CC=CC=2)=O)C1.COC(N[C@@H](C(C)C)C(O)=O)=O, predict the reaction product. (3) Given the reactants BrC1C=CC(OC2C=CC(C3([N:22]4[CH2:27][CH2:26][N:25]([C:28]5[CH:33]=[CH:32][C:31]([N+:34]([O-:36])=[O:35])=[CH:30][CH:29]=5)[CH2:24][CH2:23]4)C(=O)NC(=O)NC3=O)=CC=2)=CC=1, predict the reaction product. The product is: [N+:34]([C:31]1[CH:30]=[CH:29][C:28]([N:25]2[CH2:26][CH2:27][NH:22][CH2:23][CH2:24]2)=[CH:33][CH:32]=1)([O-:36])=[O:35]. (4) Given the reactants [O:1]=[C:2]1[N:6]([NH:7][S:8]([CH3:11])(=[O:10])=[O:9])[C:5](=[O:12])[CH2:4][S:3]1.[Cl:13][C:14]1[CH:32]=[CH:31][C:17]([CH2:18][N:19]2[C:27]3[C:22](=[CH:23][C:24]([CH:28]=O)=[CH:25][CH:26]=3)[C:21]([CH3:30])=[N:20]2)=[C:16]([C:33]([F:36])([F:35])[F:34])[CH:15]=1, predict the reaction product. The product is: [Cl:13][C:14]1[CH:32]=[CH:31][C:17]([CH2:18][N:19]2[C:27]3[C:22](=[CH:23][C:24](/[CH:28]=[C:4]4/[C:5](=[O:12])[N:6]([NH:7][S:8]([CH3:11])(=[O:10])=[O:9])[C:2](=[O:1])[S:3]/4)=[CH:25][CH:26]=3)[C:21]([CH3:30])=[N:20]2)=[C:16]([C:33]([F:34])([F:36])[F:35])[CH:15]=1. (5) Given the reactants C([O:3][C:4](=[O:33])[CH2:5][C:6]1[C:14]2[C:9](=[CH:10][C:11]([C:15]3[CH:20]=[C:19]([NH2:21])[CH:18]=[C:17]([NH2:22])[CH:16]=3)=[CH:12][CH:13]=2)[N:8]([CH2:23][C:24]2[S:25][C:26]3[CH:32]=[CH:31][CH:30]=[CH:29][C:27]=3[N:28]=2)[CH:7]=1)C.[OH-].[Na+], predict the reaction product. The product is: [S:25]1[C:26]2[CH:32]=[CH:31][CH:30]=[CH:29][C:27]=2[N:28]=[C:24]1[CH2:23][N:8]1[C:9]2[C:14](=[CH:13][CH:12]=[C:11]([C:15]3[CH:20]=[C:19]([NH2:21])[CH:18]=[C:17]([NH2:22])[CH:16]=3)[CH:10]=2)[C:6]([CH2:5][C:4]([OH:33])=[O:3])=[CH:7]1. (6) Given the reactants [F:1][C:2]1[CH:7]=[CH:6][C:5]([CH:8]([C:14]2[CH:19]=[CH:18][C:17]([F:20])=[CH:16][CH:15]=2)[S:9][CH2:10][C:11]([OH:13])=O)=[CH:4][CH:3]=1.[CH:21]1([CH2:24][NH2:25])[CH2:23][CH2:22]1, predict the reaction product. The product is: [F:20][C:17]1[CH:18]=[CH:19][C:14]([CH:8]([C:5]2[CH:4]=[CH:3][C:2]([F:1])=[CH:7][CH:6]=2)[S:9][CH2:10][C:11]([NH:25][CH2:24][CH:21]2[CH2:23][CH2:22]2)=[O:13])=[CH:15][CH:16]=1.